This data is from Full USPTO retrosynthesis dataset with 1.9M reactions from patents (1976-2016). The task is: Predict the reactants needed to synthesize the given product. (1) Given the product [NH2:1][C@@H:2]([C:8]1[CH:13]=[CH:12][C:11]([O:14][CH3:15])=[C:10]([O:16][CH3:17])[CH:9]=1)[CH2:3][C:4]([OH:6])=[O:5], predict the reactants needed to synthesize it. The reactants are: [NH2:1][CH:2]([C:8]1[CH:13]=[CH:12][C:11]([O:14][CH3:15])=[C:10]([O:16][CH3:17])[CH:9]=1)[CH2:3][C:4]([O:6]C)=[O:5].N[C@@H](C1C=CC(OC)=C(OC)C=1)CC(OC)=O.C(Cl)Cl. (2) Given the product [CH3:24][O:23][CH2:22][CH2:21][O:20][CH2:19][CH2:18][O:11][CH2:10][CH2:9][CH:7]1[CH2:6][O:5][C:4]([CH3:12])([CH3:3])[O:8]1, predict the reactants needed to synthesize it. The reactants are: [H-].[Na+].[CH3:3][C:4]1([CH3:12])[O:8][CH:7]([CH2:9][CH2:10][OH:11])[CH2:6][O:5]1.S(O[CH2:18][CH2:19][O:20][CH2:21][CH2:22][O:23][CH3:24])(=O)(=O)C.C(=O)(O)[O-].[Na+].C(N(CC)CC)C.C1(=O)OC(=O)CC1.